From a dataset of Forward reaction prediction with 1.9M reactions from USPTO patents (1976-2016). Predict the product of the given reaction. (1) The product is: [NH2:27][C:25]1[CH:24]=[CH:23][C:3]([O:4][C:5]2[CH:10]=[CH:9][N:8]=[C:7]3[CH:11]=[C:12]([NH:14][C:15]4[CH:20]=[CH:19][CH:18]=[C:17]([O:21][CH3:22])[CH:16]=4)[S:13][C:6]=23)=[C:2]([F:1])[CH:26]=1. Given the reactants [F:1][C:2]1[CH:26]=[C:25]([N+:27]([O-])=O)[CH:24]=[CH:23][C:3]=1[O:4][C:5]1[CH:10]=[CH:9][N:8]=[C:7]2[CH:11]=[C:12]([NH:14][C:15]3[CH:20]=[CH:19][CH:18]=[C:17]([O:21][CH3:22])[CH:16]=3)[S:13][C:6]=12.[NH4+].[Cl-], predict the reaction product. (2) Given the reactants [Cl:1][C:2]1[CH:7]=[CH:6][C:5]([S:8]([NH:11][CH2:12][C:13]2[CH:22]=[CH:21][C:16]([C:17]([O:19][CH3:20])=[O:18])=[CH:15][CH:14]=2)(=[O:10])=[O:9])=[CH:4][CH:3]=1.[F:23][C:24]([F:36])([F:35])[C:25]1[CH:30]=[CH:29][C:28]([C@H:31](O)[CH2:32][CH3:33])=[CH:27][CH:26]=1.C1C=CC(P(C2C=CC=CC=2)C2C=CC=CC=2)=CC=1.CC(OC(/N=N/C(OC(C)C)=O)=O)C, predict the reaction product. The product is: [Cl:1][C:2]1[CH:7]=[CH:6][C:5]([S:8]([N:11]([CH2:12][C:13]2[CH:14]=[CH:15][C:16]([C:17]([O:19][CH3:20])=[O:18])=[CH:21][CH:22]=2)[C@H:31]([C:28]2[CH:29]=[CH:30][C:25]([C:24]([F:23])([F:35])[F:36])=[CH:26][CH:27]=2)[CH2:32][CH3:33])(=[O:10])=[O:9])=[CH:4][CH:3]=1. (3) Given the reactants [CH3:1][O:2][C:3]([C:5]1[C:6]([OH:33])=[C:7]2[C:12](=[CH:13][N:14]=1)[N:11]([CH2:15][C:16]1[CH:21]=[CH:20][CH:19]=[CH:18][CH:17]=1)[C:10](=[O:22])[C:9]([C:23]1[CH:28]=[CH:27][CH:26]=[CH:25][C:24]=1[C:29]([F:32])([F:31])[F:30])=[CH:8]2)=[O:4].[Br:34]N1C(=O)CCC1=O, predict the reaction product. The product is: [CH3:1][O:2][C:3]([C:5]1[C:6]([OH:33])=[C:7]2[C:12](=[C:13]([Br:34])[N:14]=1)[N:11]([CH2:15][C:16]1[CH:17]=[CH:18][CH:19]=[CH:20][CH:21]=1)[C:10](=[O:22])[C:9]([C:23]1[CH:28]=[CH:27][CH:26]=[CH:25][C:24]=1[C:29]([F:32])([F:31])[F:30])=[CH:8]2)=[O:4]. (4) Given the reactants [CH3:1][N:2]1[C:6]([CH:7]=[C:8]([C:14]2[CH:19]=[CH:18][C:17]([F:20])=[CH:16][CH:15]=2)C(N=[N+]=[N-])=O)=[CH:5][C:4]([CH3:21])=[N:3]1.C([N:26]([CH2:31]CCC)CCCC)CCC.C1([O:41]C2C=CC=CC=2)C=CC=CC=1, predict the reaction product. The product is: [F:20][C:17]1[CH:16]=[CH:15][C:14]([C:8]2[NH:26][C:31](=[O:41])[C:5]3[C:4]([CH3:21])=[N:3][N:2]([CH3:1])[C:6]=3[CH:7]=2)=[CH:19][CH:18]=1. (5) Given the reactants Br[CH2:2][CH2:3][CH2:4][CH2:5][CH2:6][CH2:7][CH2:8][CH2:9][OH:10].[CH2:11]1[CH2:16]O[CH:14]=[CH:13][CH2:12]1.[CH3:17][C:18]1[CH:23]=[CH:22][C:21](S([O-])(=O)=[O:25])=[CH:20][CH:19]=1.[CH:28]1[CH:33]=[CH:32][NH+]=[CH:30][CH:29]=1, predict the reaction product. The product is: [C:9]([OH:10])(=[O:25])[CH2:8][CH2:7][CH2:6][CH2:5][CH2:4][CH2:3][CH2:2][C:14]#[C:13][CH2:12][CH2:11][CH2:16][CH2:30][CH2:29][CH2:28][CH2:33][CH3:32].[CH:2]#[C:3][CH2:4][CH2:19][CH2:20][CH2:21][CH2:22][CH2:23][CH2:18][CH3:17]. (6) Given the reactants [CH:1]([C:4]1[C:8]([CH2:9][CH2:10][C:11](OCC)=[O:12])=[CH:7][N:6]([C:16]2[CH:21]=[CH:20][C:19]([C:22]([F:25])([F:24])[F:23])=[CH:18][CH:17]=2)[N:5]=1)([CH3:3])[CH3:2].[H-].[Al+3].[Li+].[H-].[H-].[H-].O.O.O.O.O.O.O.O.O.O.[O-]S([O-])(=O)=O.[Na+].[Na+], predict the reaction product. The product is: [CH:1]([C:4]1[C:8]([CH2:9][CH2:10][CH2:11][OH:12])=[CH:7][N:6]([C:16]2[CH:17]=[CH:18][C:19]([C:22]([F:24])([F:25])[F:23])=[CH:20][CH:21]=2)[N:5]=1)([CH3:3])[CH3:2].